Dataset: Reaction yield outcomes from USPTO patents with 853,638 reactions. Task: Predict the reaction yield, written as a fraction of the theoretical maximum amount of product (1.0 means a 100% yield; for example, 0.34 means a 34% yield). (1) The yield is 0.620. The reactants are [CH2:1]1[CH2:14][O:13][C:3]2([CH:8]3[CH2:9][CH2:10][CH:4]2[C:5](=O)[C:6](=O)[CH2:7]3)[O:2]1.[CH2:15]([N:22]1[CH2:27][CH2:26][NH:25][CH2:24][CH2:23]1)[C:16]1[CH:21]=[CH:20][CH:19]=[CH:18][CH:17]=1.[BH4-].[Na+]. The product is [CH2:14]1[O:13][C:3]2([CH:8]3[CH2:9][CH2:10][CH:4]2[CH2:5][CH:6]([N:25]2[CH2:26][CH2:27][N:22]([CH2:15][C:16]4[CH:17]=[CH:18][CH:19]=[CH:20][CH:21]=4)[CH2:23][CH2:24]2)[CH2:7]3)[O:2][CH2:1]1. The catalyst is CO. (2) The reactants are [Br:1][C:2]1[C:3]([F:27])=[CH:4][C:5]2[O:11][CH2:10][CH2:9][N:8]3[C:12]([CH:18]([OH:25])[C:19]4[S:23][CH:22]=[N:21][C:20]=4[CH3:24])=[C:13]([C:15](O)=[O:16])[N:14]=[C:7]3[C:6]=2[CH:26]=1.[Cl-].[NH4+:29]. No catalyst specified. The product is [Br:1][C:2]1[C:3]([F:27])=[CH:4][C:5]2[O:11][CH2:10][CH2:9][N:8]3[C:12]([CH:18]([OH:25])[C:19]4[S:23][CH:22]=[N:21][C:20]=4[CH3:24])=[C:13]([C:15]([NH2:29])=[O:16])[N:14]=[C:7]3[C:6]=2[CH:26]=1. The yield is 0.150. (3) The reactants are C(OC([N:8]1[CH2:12][C@@H:11]([CH2:13][O:14][CH3:15])[CH2:10][C@H:9]1[C:16]1[NH:20][C:19]2[C:21]3[C:26]([CH:27]=[CH:28][C:18]=2[N:17]=1)=[CH:25][C:24]1[C:29]2[C:34]([CH2:35][O:36][C:23]=1[CH:22]=3)=[CH:33][C:32]([C:37]1[CH:38]=[CH:39][C:40]3[N:44]=[C:43]([C@@H:45]4[CH2:49][CH2:48][CH2:47][N:46]4[C:50](=[O:60])[C@@H:51]([NH:55][C:56]([O:58][CH3:59])=[O:57])[CH:52]([CH3:54])[CH3:53])[NH:42][C:41]=3[CH:61]=1)=[CH:31][CH:30]=2)=O)(C)(C)C.Cl.[CH3:63][O:64][C:65]([NH:67][C@H:68]([C:72]1[CH:77]=CC=C[CH:73]=1)[C:69](O)=[O:70])=[O:66].CCOC(C(C#N)=NOC(N1CCOCC1)=[N+](C)C)=O.F[P-](F)(F)(F)(F)F.C(N(C(C)C)CC)(C)C. The catalyst is CN(C=O)C.C(OCC)(=O)C.C(O)C. The product is [CH3:59][O:58][C:56]([NH:55][C@@H:51]([CH:52]([CH3:53])[CH3:54])[C:50]([N:46]1[CH2:47][CH2:48][CH2:49][C@H:45]1[C:43]1[NH:42][C:41]2[CH:61]=[C:37]([C:32]3[CH:33]=[C:34]4[CH2:35][O:36][C:23]5[CH:22]=[C:21]6[C:26]([CH:27]=[CH:28][C:18]7[N:17]=[C:16]([C@@H:9]8[CH2:10][C@H:11]([CH2:13][O:14][CH3:15])[CH2:12][N:8]8[C@@:68]([NH:67][C:65](=[O:66])[O:64][CH3:63])([CH:72]([CH3:77])[CH3:73])[CH:69]=[O:70])[NH:20][C:19]=76)=[CH:25][C:24]=5[C:29]4=[CH:30][CH:31]=3)[CH:38]=[CH:39][C:40]=2[N:44]=1)=[O:60])=[O:57]. The yield is 0.400. (4) The reactants are [Br:1][C:2]1[CH:3]=[CH:4][C:5]([F:24])=[C:6]([C:8]([C:15]2[CH:20]=[CH:19][CH:18]=[C:17]([F:21])[C:16]=2[C:22]#[N:23])=[N:9]S(C(C)C)=O)[CH:7]=1.Br[C:26]1[CH:31]=[CH:30][N:29]=[C:28]([C:32]([F:35])([F:34])[F:33])[CH:27]=1. No catalyst specified. The product is [Br:1][C:2]1[CH:3]=[CH:4][C:5]([F:24])=[C:6]([C:8]2([C:26]3[CH:31]=[CH:30][N:29]=[C:28]([C:32]([F:35])([F:34])[F:33])[CH:27]=3)[C:15]3[C:16](=[C:17]([F:21])[CH:18]=[CH:19][CH:20]=3)[C:22]([NH2:23])=[N:9]2)[CH:7]=1. The yield is 0.900. (5) The reactants are [F:1][C:2]1[CH:11]=[C:10]2[C:5]([CH2:6][CH2:7][C:8](=[O:12])[NH:9]2)=[CH:4][C:3]=1[CH3:13].[H-].[Na+].[Cl:16][CH2:17][CH2:18][CH2:19]I. The catalyst is CN(C=O)C. The product is [Cl:16][CH2:17][CH2:18][CH2:19][N:9]1[C:10]2[C:5](=[CH:4][C:3]([CH3:13])=[C:2]([F:1])[CH:11]=2)[CH2:6][CH2:7][C:8]1=[O:12]. The yield is 0.380. (6) The reactants are [S:1]1[C:5]2[CH:6]=[CH:7][CH:8]=[CH:9][C:4]=2[N:3]=[C:2]1[C:10]1[C:15](=[O:16])[NH:14][C:13]([CH:17]2[CH2:22][CH2:21][N:20](C(OCC3C=CC=CC=3)=O)[CH2:19][CH2:18]2)=[N:12][C:11]=1[NH:33][C@@H:34]1[CH2:39][CH2:38][CH2:37][N:36]([C:40]([O:42][C:43]([CH3:46])([CH3:45])[CH3:44])=[O:41])[CH2:35]1. The catalyst is [C].[Pd].CO. The product is [S:1]1[C:5]2[CH:6]=[CH:7][CH:8]=[CH:9][C:4]=2[N:3]=[C:2]1[C:10]1[C:15](=[O:16])[NH:14][C:13]([CH:17]2[CH2:18][CH2:19][NH:20][CH2:21][CH2:22]2)=[N:12][C:11]=1[NH:33][C@@H:34]1[CH2:39][CH2:38][CH2:37][N:36]([C:40]([O:42][C:43]([CH3:46])([CH3:45])[CH3:44])=[O:41])[CH2:35]1. The yield is 0.940. (7) The reactants are [Cl:1][C:2]1[CH:7]=[CH:6][C:5]([C:8]#[C:9][CH2:10][CH2:11][CH2:12][OH:13])=[CH:4][CH:3]=1.[C:14]1([CH3:24])[CH:19]=[CH:18][C:17]([S:20](Cl)(=[O:22])=[O:21])=[CH:16][CH:15]=1.C(N(CC)CC)C. The catalyst is CN(C)C1C=CN=CC=1.ClCCl. The product is [C:14]1([CH3:24])[CH:19]=[CH:18][C:17]([S:20]([O:13][CH2:12][CH2:11][CH2:10][C:9]#[C:8][C:5]2[CH:4]=[CH:3][C:2]([Cl:1])=[CH:7][CH:6]=2)(=[O:22])=[O:21])=[CH:16][CH:15]=1. The yield is 0.490. (8) The reactants are O[CH2:2][C:3]1[CH:18]=[CH:17][C:6]2[S:7][CH:8]=[C:9]([C:10]3[CH:15]=[CH:14][CH:13]=[CH:12][C:11]=3[CH3:16])[C:5]=2[CH:4]=1.P(Br)(Br)[Br:20].CN(C=O)C.O. The catalyst is C(Cl)Cl. The product is [Br:20][CH2:2][C:3]1[CH:18]=[CH:17][C:6]2[S:7][CH:8]=[C:9]([C:10]3[CH:15]=[CH:14][CH:13]=[CH:12][C:11]=3[CH3:16])[C:5]=2[CH:4]=1. The yield is 0.600.